From a dataset of Reaction yield outcomes from USPTO patents with 853,638 reactions. Predict the reaction yield, written as a fraction of the theoretical maximum amount of product (1.0 means a 100% yield; for example, 0.34 means a 34% yield). (1) The yield is 0.430. The catalyst is C(Cl)(Cl)(Cl)Cl. The product is [CH2:1]([O:3][C:4](=[O:17])/[CH:5]=[C:6](/[O:8][C:9]1[CH:14]=[C:13]([Cl:15])[CH:12]=[CH:11][C:10]=1[Cl:16])\[CH2:7][Br:18])[CH3:2]. The reactants are [CH2:1]([O:3][C:4](=[O:17])/[CH:5]=[C:6](/[O:8][C:9]1[CH:14]=[C:13]([Cl:15])[CH:12]=[CH:11][C:10]=1[Cl:16])\[CH3:7])[CH3:2].[Br:18]N1C(=O)CCC1=O.C(OOC(=O)C1C=CC=CC=1)(=O)C1C=CC=CC=1. (2) The reactants are [Cl:1][C:2]1[CH:3]=[C:4]([CH2:8][C:9]([OH:11])=O)[CH:5]=[CH:6][CH:7]=1.CCN(C(C)C)C(C)C.CC(C)(C)C(Cl)=O.[CH2:28]([C@@H:35]1[CH2:39][O:38][C:37](=[O:40])[NH:36]1)[C:29]1[CH:34]=[CH:33][CH:32]=[CH:31][CH:30]=1.[Li]CCCC.[O-][Mn](=O)(=O)=O.[K+]. The catalyst is C1COCC1. The product is [CH2:28]([C@@H:35]1[CH2:39][O:38][C:37](=[O:40])[N:36]1[C:9](=[O:11])[CH2:8][C:4]1[CH:5]=[CH:6][CH:7]=[C:2]([Cl:1])[CH:3]=1)[C:29]1[CH:30]=[CH:31][CH:32]=[CH:33][CH:34]=1. The yield is 0.294. (3) The reactants are [CH3:1][C:2]12[CH2:15][CH2:14][C:13](=[O:16])[CH:12]=[C:11]1[NH:10][CH2:9][CH:8]1[CH:3]2[CH2:4][CH2:5][C:6]2([CH3:21])[C:19](=[O:20])[CH2:18][CH2:17][CH:7]21.[CH3:22][Si:23]([CH2:26][CH2:27][O:28][CH2:29]Cl)([CH3:25])[CH3:24].CCN(C(C)C)C(C)C. The catalyst is C(Cl)Cl. The product is [CH3:1][C:2]12[CH2:15][CH2:14][C:13](=[O:16])[CH:12]=[C:11]1[N:10]([CH2:29][O:28][CH2:27][CH2:26][Si:23]([CH3:25])([CH3:24])[CH3:22])[CH2:9][CH:8]1[CH:3]2[CH2:4][CH2:5][C:6]2([CH3:21])[C:19](=[O:20])[CH2:18][CH2:17][CH:7]21. The yield is 0.860. (4) The reactants are [F:1][C:2]1[CH:11]=[C:10]2[C:5]([CH2:6][CH2:7][NH:8][CH2:9]2)=[CH:4][CH:3]=1.CCN(C(C)C)C(C)C.[Br:21][C:22]1[CH:23]=[C:24]([S:31](Cl)(=[O:33])=[O:32])[CH:25]=[C:26]([N+:28]([O-:30])=[O:29])[CH:27]=1. The catalyst is C(Cl)Cl. The product is [Br:21][C:22]1[CH:23]=[C:24]([S:31]([N:8]2[CH2:7][CH2:6][C:5]3[C:10](=[CH:11][C:2]([F:1])=[CH:3][CH:4]=3)[CH2:9]2)(=[O:32])=[O:33])[CH:25]=[C:26]([N+:28]([O-:30])=[O:29])[CH:27]=1. The yield is 0.980. (5) The catalyst is C(Cl)Cl.C(OCC)(=O)C.O.CN(C=O)C. The yield is 0.980. The product is [CH2:1]([O:8][C:9]1[CH:13]=[CH:12][S:11][C:10]=1[C:14]([N:25]([O:26][CH3:27])[CH3:24])=[O:16])[C:2]1[CH:3]=[CH:4][CH:5]=[CH:6][CH:7]=1. The reactants are [CH2:1]([O:8][C:9]1[CH:13]=[CH:12][S:11][C:10]=1[C:14]([OH:16])=O)[C:2]1[CH:7]=[CH:6][CH:5]=[CH:4][CH:3]=1.C(Cl)(=O)C(Cl)=O.Cl.[CH3:24][NH:25][O:26][CH3:27].C([O-])([O-])=O.[K+].[K+]. (6) The reactants are Cl.[NH2:2][CH:3]1[C:9](=[O:10])[NH:8][C:7]2[CH:11]=[CH:12][CH:13]=[CH:14][C:6]=2[S:5][CH2:4]1.[N:15]([C:22]([O:24][C:25]([CH3:28])([CH3:27])[CH3:26])=[O:23])([CH3:21])[C@H:16]([C:18](O)=[O:19])[CH3:17].CN(C(ON1N=NC2C=CC=CC1=2)=[N+](C)C)C.F[P-](F)(F)(F)(F)F. The catalyst is CN(C=O)C.Cl. The product is [O:10]=[C:9]1[CH:3]([NH:2][C:18](=[O:19])[C@@H:16]([N:15]([CH3:21])[C:22](=[O:23])[O:24][C:25]([CH3:26])([CH3:28])[CH3:27])[CH3:17])[CH2:4][S:5][C:6]2[CH:14]=[CH:13][CH:12]=[CH:11][C:7]=2[NH:8]1. The yield is 0.850.